From a dataset of hERG potassium channel inhibition data for cardiac toxicity prediction from Karim et al.. Regression/Classification. Given a drug SMILES string, predict its toxicity properties. Task type varies by dataset: regression for continuous values (e.g., LD50, hERG inhibition percentage) or binary classification for toxic/non-toxic outcomes (e.g., AMES mutagenicity, cardiotoxicity, hepatotoxicity). Dataset: herg_karim. (1) The result is 0 (non-blocker). The molecule is CC(C)(C)NC(=O)C1c2ccccc2C(=O)N1Cc1cc(F)ccc1-c1ccccc1. (2) The molecule is c1ccc(N2CCN(CCCCCCN3CCN(c4ccccn4)CC3)CC2)nc1. The result is 0 (non-blocker). (3) The drug is COc1cc(-n2ccnc(NCCc3ccccc3)c2=O)ccc1OCCN1CCCC1. The result is 1 (blocker).